This data is from Full USPTO retrosynthesis dataset with 1.9M reactions from patents (1976-2016). The task is: Predict the reactants needed to synthesize the given product. (1) Given the product [N:13]1([C:37]([O:42][C@H:41]2[CH2:6][C@H:5]([C:3]([NH:36][OH:35])=[O:2])[C@@H:10]([C:11]([N:13]3[CH2:14][CH:15]=[C:16]([C:19]4[CH:24]=[CH:23][CH:22]=[CH:21][CH:20]=4)[CH2:17][CH2:18]3)=[O:12])[N:9]([CH3:8])[CH2:25]2)=[O:38])[CH2:18][CH2:17][CH2:16][CH2:15][CH2:14]1, predict the reactants needed to synthesize it. The reactants are: C[O:2][C:3]([C@@H:5]1[C@@H:10]([C:11]([N:13]2[CH2:18][CH:17]=[C:16]([C:19]3[CH:24]=[CH:23][CH:22]=[CH:21][CH:20]=3)[CH2:15][CH2:14]2)=[O:12])[N:9]([CH3:25])[CH2:8][C@@H](C2CCCCN2C([O-])=O)[CH2:6]1)=O.[OH:35][NH2:36].[CH3:37][O-:38].[Na+].Cl.[CH3:41][OH:42]. (2) Given the product [CH3:13][C:60]1[C:64]([CH3:65])=[CH:63][S:62][C:61]=1[C:66]([O:68][CH3:69])=[O:67], predict the reactants needed to synthesize it. The reactants are: CB(O)O.P([O-])([O-])([O-])=O.[K+].[K+].[K+].[CH:13]1C=CC(P(C2C(C3C(P(C4C=CC=CC=4)C4C=CC=CC=4)=CC=C4C=3C=CC=C4)=C3C(C=CC=C3)=CC=2)C2C=CC=CC=2)=CC=1.Br[C:60]1[C:64]([CH3:65])=[CH:63][S:62][C:61]=1[C:66]([O:68][CH3:69])=[O:67]. (3) Given the product [CH3:3][C:2]([Si:5]([CH3:24])([CH3:25])[O:6][CH2:7][C@H:8]1[N:11]2[C:12]3[N:21]([C:20](=[O:22])[CH:19]=[CH:18][C:13]=3[N:14]=[CH:15][C:16]2=[O:17])[CH2:9]1)([CH3:1])[CH3:4], predict the reactants needed to synthesize it. The reactants are: [CH3:1][C:2]([Si:5]([CH3:25])([CH3:24])[O:6][CH2:7][C@@H:8]([N:11]1[C:16](=[O:17])[CH:15]=[N:14][C:13]2[CH:18]=[CH:19][C:20]([O:22]C)=[N:21][C:12]1=2)[CH2:9]O)([CH3:4])[CH3:3].CCN(CC)CC.CS(OS(C)(=O)=O)(=O)=O. (4) Given the product [F:20][C:21]1[CH:26]=[CH:25][CH:24]=[CH:23][C:22]=1[O:27][C:28]1[CH:35]=[CH:34][C:31]([CH2:32][NH:33][C:11](=[O:13])[C:10]2[CH:14]=[CH:15][C:16]([CH3:18])=[N:17][C:9]=2[NH2:8])=[CH:30][CH:29]=1, predict the reactants needed to synthesize it. The reactants are: C(N(CC)CC)C.[NH2:8][C:9]1[N:17]=[C:16]([CH3:18])[CH:15]=[CH:14][C:10]=1[C:11]([OH:13])=O.[OH-].[F:20][C:21]1[CH:26]=[CH:25][CH:24]=[CH:23][C:22]=1[O:27][C:28]1[CH:35]=[CH:34][C:31]([CH2:32][NH2:33])=[CH:30][CH:29]=1.CN([P+](ON1N=NC2C=CC=CC1=2)(N(C)C)N(C)C)C.F[P-](F)(F)(F)(F)F. (5) Given the product [OH:17][CH2:16][C@@H:14]1[CH2:15][C@@:13]1([CH2:12][N:2]([CH3:1])[S:3]([C:6]1[CH:11]=[CH:10][CH:9]=[CH:8][CH:7]=1)(=[O:5])=[O:4])[C:25]1[CH:30]=[CH:29][CH:28]=[CH:27][CH:26]=1, predict the reactants needed to synthesize it. The reactants are: [CH3:1][N:2]([CH2:12][C@@:13]1([C:25]2[CH:30]=[CH:29][CH:28]=[CH:27][CH:26]=2)[CH2:15][C@H:14]1[CH2:16][O:17]CC1C=CC=CC=1)[S:3]([C:6]1[CH:11]=[CH:10][CH:9]=[CH:8][CH:7]=1)(=[O:5])=[O:4].